Predict the reactants needed to synthesize the given product. From a dataset of Full USPTO retrosynthesis dataset with 1.9M reactions from patents (1976-2016). (1) The reactants are: CS(O[CH2:6][C:7]1[C:8]([CH2:31][CH2:32]OS(C)(=O)=O)=[N:9][C:10]([O:13][CH2:14][CH2:15][CH2:16][CH:17]2[CH2:22][CH2:21][N:20]([C:23]3[N:28]=[CH:27][C:26]([CH2:29][CH3:30])=[CH:25][N:24]=3)[CH2:19][CH2:18]2)=[CH:11][CH:12]=1)(=O)=O.[NH3:38]. Given the product [CH2:29]([C:26]1[CH:25]=[N:24][C:23]([N:20]2[CH2:21][CH2:22][CH:17]([CH2:16][CH2:15][CH2:14][O:13][C:10]3[CH:11]=[CH:12][C:7]4[CH2:6][NH:38][CH2:32][CH2:31][C:8]=4[N:9]=3)[CH2:18][CH2:19]2)=[N:28][CH:27]=1)[CH3:30], predict the reactants needed to synthesize it. (2) Given the product [CH3:14][C:15]1[O:1][N:2]=[C:3]([C:5]2[CH:6]=[C:7]([CH:11]=[CH:12][CH:13]=2)[C:8]([OH:10])=[O:9])[N:4]=1, predict the reactants needed to synthesize it. The reactants are: [OH:1][NH:2][C:3]([C:5]1[CH:6]=[C:7]([CH:11]=[CH:12][CH:13]=1)[C:8]([OH:10])=[O:9])=[NH:4].[C:14](OC(=O)C)(=O)[CH3:15]. (3) Given the product [CH2:12]([C:13]1[O:9][C:1](=[O:10])[C:2]2[CH:8]=[CH:7][CH:6]=[CH:5][C:3]=2[N:4]=1)[CH3:11], predict the reactants needed to synthesize it. The reactants are: [C:1]([OH:10])(=[O:9])[C:2]1[C:3](=[CH:5][CH:6]=[CH:7][CH:8]=1)[NH2:4].[C:11](OC(=O)CC)(=O)[CH2:12][CH3:13]. (4) Given the product [OH:81][C:77]1[C:68]2[CH2:69][C@@H:70]3[C:74]([CH3:76])([CH3:75])[C@:66]([CH3:65])([C:67]=2[CH:80]=[CH:79][CH:78]=1)[CH2:73][CH2:72][N:71]3[C:47]([C:48]1[CH:49]=[CH:50][CH:51]=[CH:52][CH:53]=1)=[O:55], predict the reactants needed to synthesize it. The reactants are: F[B-](F)(F)F.N1(OC(N(C)C)=[N+](C)C)C2C=CC=CC=2N=N1.F[P-](F)(F)(F)(F)F.C[N+](C)=C(N(C)C)ON1C2N=CC=CC=2N=N1.[C:47]([OH:55])(=O)[C:48]1[CH:53]=[CH:52][CH:51]=[CH:50][CH:49]=1.C(N(C(C)C)C(C)C)C.[CH3:65][C@:66]12[C:74]([CH3:76])([CH3:75])[C@H:70]([NH:71][CH2:72][CH2:73]1)[CH2:69][C:68]1[C:77]([OH:81])=[CH:78][CH:79]=[CH:80][C:67]2=1.